Dataset: Reaction yield outcomes from USPTO patents with 853,638 reactions. Task: Predict the reaction yield, written as a fraction of the theoretical maximum amount of product (1.0 means a 100% yield; for example, 0.34 means a 34% yield). (1) The reactants are [CH3:1][O:2][C:3]([C:5]1[CH:10]=[C:9]([O:11][C:12]2[CH:17]=[CH:16][CH:15]=[C:14]([NH2:18])[CH:13]=2)[CH:8]=[CH:7][N:6]=1)=[O:4].[C:19]([N:26]1[CH:30]=[CH:29]N=C1)(N1C=CN=C1)=[O:20].[CH3:31][N:32]1[C:40]2[C:35](=[CH:36]C(N)=C[CH:39]=2)[CH:34]=[N:33]1. The catalyst is C(Cl)Cl. The product is [CH3:31][N:32]1[C:40]2[C:35](=[CH:36][C:30]([NH:26][C:19]([NH:18][C:14]3[CH:13]=[C:12]([CH:17]=[CH:16][CH:15]=3)[O:11][C:9]3[CH:8]=[CH:7][N:6]=[C:5]([C:3]([O:2][CH3:1])=[O:4])[CH:10]=3)=[O:20])=[CH:29][CH:39]=2)[CH:34]=[N:33]1. The yield is 0.380. (2) The catalyst is CO.C(OCC)(=O)C.C(O)(=O)C. The product is [CH3:13][C@@H:14]1[C@@H:19]([NH:20][C:21]([CH:23]2[CH2:27][CH2:26][S:25](=[O:29])(=[O:28])[N:24]2[CH2:30][C:31]2[CH:36]=[CH:35][CH:34]=[C:33]([CH2:37][N:38]([CH2:4][C:3]3[C:6]([O:11][CH3:12])=[CH:7][CH:8]=[C:9]([F:10])[C:2]=3[F:1])[C@H:39]([CH2:47][N:48]([CH3:49])[CH3:50])[CH2:40][C:41]3[CH:42]=[CH:43][CH:44]=[CH:45][CH:46]=3)[CH:32]=2)=[O:22])[CH2:18][C@H:17]2[CH2:51][C@@H:15]1[C:16]2([CH3:52])[CH3:53]. The reactants are [F:1][C:2]1[C:9]([F:10])=[CH:8][CH:7]=[C:6]([O:11][CH3:12])[C:3]=1[CH:4]=O.[CH3:13][C@@H:14]1[C@@H:19]([NH:20][C:21]([CH:23]2[CH2:27][CH2:26][S:25](=[O:29])(=[O:28])[N:24]2[CH2:30][C:31]2[CH:36]=[CH:35][CH:34]=[C:33]([CH2:37][NH:38][C@H:39]([CH2:47][N:48]([CH3:50])[CH3:49])[CH2:40][C:41]3[CH:46]=[CH:45][CH:44]=[CH:43][CH:42]=3)[CH:32]=2)=[O:22])[CH2:18][C@H:17]2[CH2:51][C@@H:15]1[C:16]2([CH3:53])[CH3:52].C([BH3-])#N.[Na+].C(=O)(O)[O-].[Na+]. The yield is 0.420.